This data is from Reaction yield outcomes from USPTO patents with 853,638 reactions. The task is: Predict the reaction yield, written as a fraction of the theoretical maximum amount of product (1.0 means a 100% yield; for example, 0.34 means a 34% yield). The reactants are C([O:4][C@H:5]1[CH2:10][CH2:9][C@H:8]([NH:11][C:12]([O:14][C:15]([CH3:18])([CH3:17])[CH3:16])=[O:13])[CH:7]=[CH:6]1)(=O)C.C([O-])([O-])=O.[K+].[K+]. The catalyst is CO. The product is [OH:4][C@H:5]1[CH2:10][CH2:9][C@H:8]([NH:11][C:12]([O:14][C:15]([CH3:18])([CH3:17])[CH3:16])=[O:13])[CH:7]=[CH:6]1. The yield is 0.600.